This data is from Reaction yield outcomes from USPTO patents with 853,638 reactions. The task is: Predict the reaction yield, written as a fraction of the theoretical maximum amount of product (1.0 means a 100% yield; for example, 0.34 means a 34% yield). (1) The reactants are [N:1]1([CH2:7][C:8]2[CH:13]=[CH:12][C:11]([S:14][C:15]3[CH:23]=[CH:22][C:18]([C:19](O)=[O:20])=[CH:17][CH:16]=3)=[CH:10][CH:9]=2)[CH2:6][CH2:5][O:4][CH2:3][CH2:2]1.CN(C(ON1N=NC2C=CC=NC1=2)=[N+](C)C)C.F[P-](F)(F)(F)(F)F.CCN(C(C)C)C(C)C.[NH2:57][C@H:58]([C:62]([O:64][CH3:65])=[O:63])[C@@H:59]([CH3:61])[OH:60].Cl. The catalyst is CN(C=O)C.CCOC(C)=O. The product is [CH3:65][O:64][C:62](=[O:63])[C@@H:58]([NH:57][C:19](=[O:20])[C:18]1[CH:17]=[CH:16][C:15]([S:14][C:11]2[CH:10]=[CH:9][C:8]([CH2:7][N:1]3[CH2:2][CH2:3][O:4][CH2:5][CH2:6]3)=[CH:13][CH:12]=2)=[CH:23][CH:22]=1)[C@H:59]([OH:60])[CH3:61]. The yield is 0.980. (2) The reactants are [Br:1][C:2]1[CH:7]=[CH:6][C:5]([C:8]2[C:12]3[CH:13]=[CH:14][C:15]([C:17]#[C:18][CH2:19]CO)=[CH:16][C:11]=3[S:10][N:9]=2)=[CH:4][CH:3]=1.[CH3:22][CH2:23][N:24]([CH:28](C)C)[CH:25](C)C.FC(F)(F)S(OS(C(F)(F)F)(=O)=O)(=O)=O.[CH3:46][O:47]CCNC. The catalyst is C(Cl)Cl. The product is [Br:1][C:2]1[CH:7]=[CH:6][C:5]([C:8]2[C:12]3[CH:13]=[CH:14][C:15]([C:17]#[C:18][CH2:19][CH2:25][N:24]([CH2:23][CH2:22][O:47][CH3:46])[CH3:28])=[CH:16][C:11]=3[S:10][N:9]=2)=[CH:4][CH:3]=1. The yield is 0.560. (3) The reactants are [NH2:1][C:2]1[N:3]=[CH:4][N:5]([CH2:7][CH2:8][O:9][C:10]2[C:19]3[C:14](=[CH:15][CH:16]=[CH:17][CH:18]=3)[C:13]([NH:20][C:21]([NH:23][C:24]3[N:28]([C:29]4[CH:34]=[CH:33][C:32]([CH3:35])=[CH:31][CH:30]=4)[N:27]=[C:26]([C:36]([CH3:39])([CH3:38])[CH3:37])[CH:25]=3)=[O:22])=[CH:12][CH:11]=2)[CH:6]=1.CCN(C(C)C)C(C)C.[CH3:49][O:50][CH2:51][C:52](Cl)=[O:53]. The catalyst is C(Cl)Cl. The product is [C:36]([C:26]1[CH:25]=[C:24]([NH:23][C:21](=[O:22])[NH:20][C:13]2[C:14]3[C:19](=[CH:18][CH:17]=[CH:16][CH:15]=3)[C:10]([O:9][CH2:8][CH2:7][N:5]3[CH:6]=[C:2]([NH:1][C:52](=[O:53])[CH2:51][O:50][CH3:49])[N:3]=[CH:4]3)=[CH:11][CH:12]=2)[N:28]([C:29]2[CH:34]=[CH:33][C:32]([CH3:35])=[CH:31][CH:30]=2)[N:27]=1)([CH3:39])([CH3:38])[CH3:37]. The yield is 0.140. (4) The reactants are [CH:1]1[C:10]2[C:5](=[CH:6][CH:7]=[CH:8][CH:9]=2)[CH:4]=[CH:3][C:2]=1[O:11][C:12]1[CH:28]=[CH:27][C:15]([C:16]([NH:18][C:19]2[CH:26]=[CH:25][CH:24]=[CH:23][C:20]=2[C:21]#[N:22])=[O:17])=[CH:14][CH:13]=1.[Cl-].[NH4+].[N-:31]=[N+:32]=[N-:33].[Na+].Cl. The catalyst is CN(C=O)C.O. The product is [CH:1]1[C:10]2[C:5](=[CH:6][CH:7]=[CH:8][CH:9]=2)[CH:4]=[CH:3][C:2]=1[O:11][C:12]1[CH:13]=[CH:14][C:15]([C:16]([NH:18][C:19]2[CH:26]=[CH:25][CH:24]=[CH:23][C:20]=2[C:21]2[NH:33][N:32]=[N:31][N:22]=2)=[O:17])=[CH:27][CH:28]=1. The yield is 0.750. (5) The product is [Br:1][CH2:42][C:41]([C:39]1[CH:40]=[C:35]([Cl:34])[CH:36]=[CH:37][C:38]=1[OH:44])=[O:43]. The catalyst is O1CCCC1. The reactants are [Br-:1].[Br-].[Br-].C1([N+](C)(C)C)C=CC=CC=1.C1([N+](C)(C)C)C=CC=CC=1.C1([N+](C)(C)C)C=CC=CC=1.[Cl:34][C:35]1[CH:36]=[CH:37][C:38]([OH:44])=[C:39]([C:41](=[O:43])[CH3:42])[CH:40]=1.O. The yield is 0.756. (6) The reactants are Cl[C:2]1[C:3]([C:10]([OH:12])=[O:11])=[N:4][N:5]([CH3:9])[C:6](=[O:8])[CH:7]=1.[F:13][C:14]1[CH:20]=[C:19]([I:21])[CH:18]=[CH:17][C:15]=1[NH2:16].C[Si]([N-][Si](C)(C)C)(C)C.[Li+]. The catalyst is O1CCCC1. The product is [F:13][C:14]1[CH:20]=[C:19]([I:21])[CH:18]=[CH:17][C:15]=1[NH:16][C:2]1[C:3]([C:10]([OH:12])=[O:11])=[N:4][N:5]([CH3:9])[C:6](=[O:8])[CH:7]=1. The yield is 1.00. (7) The product is [Br:1][C:2]1[CH:3]=[C:4]([C:9]2[O:13][N:12]=[CH:11][C:10]=2[CH2:14][CH2:15][CH2:16][OH:17])[CH:5]=[CH:6][C:7]=1[F:8]. The yield is 0.850. The catalyst is O1CCCC1. The reactants are [Br:1][C:2]1[CH:3]=[C:4]([C:9]2[O:13][N:12]=[CH:11][C:10]=2[CH2:14][CH2:15][C:16](OC)=[O:17])[CH:5]=[CH:6][C:7]=1[F:8].[H-].C([Al+]CC(C)C)C(C)C.Cl.